Task: Predict the reactants needed to synthesize the given product.. Dataset: Full USPTO retrosynthesis dataset with 1.9M reactions from patents (1976-2016) (1) Given the product [CH:4]1([CH2:5][C:7]([NH:9][CH:10]([C:12]2[N:17]=[N:16][C:15]([NH:18][C:19]3[CH:24]=[CH:23][C:22]([O:25][CH3:26])=[CH:21][CH:20]=3)=[N:14][CH:13]=2)[CH3:11])=[O:8])[CH2:30][CH2:28][CH2:29][CH2:2][CH2:3]1, predict the reactants needed to synthesize it. The reactants are: Br[C:2]1S[C:5]([C:7]([NH:9][CH:10]([C:12]2[N:17]=[N:16][C:15]([NH:18][C:19]3[CH:24]=[CH:23][C:22]([O:25][CH3:26])=[CH:21][CH:20]=3)=[N:14][CH:13]=2)[CH3:11])=[O:8])=[CH:4][CH:3]=1.N[CH:28]([C:30]1N=NC(NC2C=CC(OC)=CC=2)=NC=1)[CH3:29].C1(CC(O)=O)CCCCC1. (2) Given the product [CH2:2]([O:9][C:10]1[CH:11]=[CH:12][C:13]([NH:14][C:21]2[CH:22]=[CH:23][C:18]([F:17])=[CH:19][CH:20]=2)=[CH:15][CH:16]=1)[C:3]1[CH:4]=[CH:5][CH:6]=[CH:7][CH:8]=1, predict the reactants needed to synthesize it. The reactants are: Cl.[CH2:2]([O:9][C:10]1[CH:16]=[CH:15][C:13]([NH2:14])=[CH:12][CH:11]=1)[C:3]1[CH:8]=[CH:7][CH:6]=[CH:5][CH:4]=1.[F:17][C:18]1[CH:23]=[CH:22][C:21](Br)=[CH:20][CH:19]=1.C1C=CC(P(C2C(C3C(P(C4C=CC=CC=4)C4C=CC=CC=4)=CC=C4C=3C=CC=C4)=C3C(C=CC=C3)=CC=2)C2C=CC=CC=2)=CC=1.C([O-])([O-])=O.[Cs+].[Cs+]. (3) The reactants are: [CH2:1]([O:5][C:6]1[N:11]=[CH:10][N:9]=[C:8]([O:12][CH:13]([CH3:18])[C:14]([CH3:17])(O)[CH3:15])[CH:7]=1)[C:2]#[C:3][CH3:4].N1C=CC=CC=1.S(Cl)(Cl)=O.O. Given the product [CH2:1]([O:5][C:6]1[CH:7]=[C:8]([O:12][CH:13]([CH3:18])[C:14]([CH3:17])=[CH2:15])[N:9]=[CH:10][N:11]=1)[C:2]#[C:3][CH3:4], predict the reactants needed to synthesize it. (4) Given the product [NH2:13][C:4]1[CH:5]=[CH:6][C:7]([S:8]([NH:9][CH3:10])(=[O:12])=[O:11])=[C:2]([F:1])[CH:3]=1, predict the reactants needed to synthesize it. The reactants are: [F:1][C:2]1[CH:3]=[C:4]([NH:13]C(=O)C)[CH:5]=[CH:6][C:7]=1[S:8](=[O:12])(=[O:11])[NH:9][CH3:10].[OH-].[Na+]. (5) Given the product [C:4]([O-:6])(=[O:5])[CH:3]=[CH2:2].[C:11]([OH:15])(=[O:14])[CH:12]=[CH2:13].[C:1]([OH:8])(=[O:7])/[CH:2]=[CH:3]\[C:4]([OH:6])=[O:5], predict the reactants needed to synthesize it. The reactants are: [C:1]([O-:8])(=[O:7])/[CH:2]=[CH:3]\[C:4]([O-:6])=[O:5].[OH-].[Na+].[C:11]([OH:15])(=[O:14])[CH:12]=[CH2:13].OO. (6) Given the product [CH3:1][O:2][C:3]1[CH:4]=[CH:5][C:6]([CH2:9][N:11]([CH2:22][C:23]2[N:24]=[C:25]3[CH:30]=[CH:29][CH:28]=[C:27]([N:31]4[CH2:36][CH2:35][N:34]([CH3:37])[CH2:33][CH2:32]4)[N:26]3[CH:38]=2)[C@@H:12]2[C:21]3[N:20]=[CH:19][CH:18]=[CH:17][C:16]=3[CH2:15][CH2:14][CH2:13]2)=[CH:7][CH:8]=1, predict the reactants needed to synthesize it. The reactants are: [CH3:1][O:2][C:3]1[CH:8]=[CH:7][C:6]([C@@H:9]([N:11]([CH2:22][C:23]2[N:24]=[C:25]3[CH:30]=[CH:29][CH:28]=[C:27]([N:31]4[CH2:36][CH2:35][N:34]([CH3:37])[CH2:33][CH2:32]4)[N:26]3[CH:38]=2)[C@@H:12]2[C:21]3[N:20]=[CH:19][CH:18]=[CH:17][C:16]=3[CH2:15][CH2:14][CH2:13]2)C)=[CH:5][CH:4]=1.C(=O)C1C=CC(OC)=CC=1.